This data is from Forward reaction prediction with 1.9M reactions from USPTO patents (1976-2016). The task is: Predict the product of the given reaction. (1) Given the reactants [Cl:1][C:2]1[CH:7]=[C:6]([NH:8][C:9]2[C:10]([CH:26]3[CH2:28][CH2:27]3)=[N:11][C:12]([N:17]3[CH2:22][CH2:21][NH:20][C@H:19]([CH:23]4[CH2:25][CH2:24]4)[CH2:18]3)=[C:13]([CH:16]=2)[C:14]#[N:15])[CH:5]=[CH:4][N:3]=1.[O:29]1[CH2:32][CH2:31][C@@H:30]1[CH2:33][C:34](O)=[O:35].CN(C(ON1N=NC2C=CC=NC1=2)=[N+](C)C)C.F[P-](F)(F)(F)(F)F.CCN(C(C)C)C(C)C, predict the reaction product. The product is: [Cl:1][C:2]1[CH:7]=[C:6]([NH:8][C:9]2[C:10]([CH:26]3[CH2:27][CH2:28]3)=[N:11][C:12]([N:17]3[CH2:22][CH2:21][N:20]([C:34](=[O:35])[CH2:33][C@H:30]4[CH2:31][CH2:32][O:29]4)[C@H:19]([CH:23]4[CH2:25][CH2:24]4)[CH2:18]3)=[C:13]([CH:16]=2)[C:14]#[N:15])[CH:5]=[CH:4][N:3]=1. (2) Given the reactants CNN(NC)CC(O)=O.Cl.[C:11]([C:13]1([NH:19][C:20]([CH:22]([NH:30][C:31]([N:33]2[CH2:38][CH2:37][O:36][CH2:35][CH2:34]2)=[O:32])[CH2:23][CH:24]2[CH2:29][CH2:28][CH2:27][CH2:26][CH2:25]2)=[O:21])[CH2:18][CH2:17][NH:16][CH2:15][CH2:14]1)#[N:12].C(C1(NC(C(N[C:69]([N:71]2[CH2:76]C[O:74][CH2:73][CH2:72]2)=O)CC(C)(C)C)=O)CC(C2C=CC=CC=2)NC(C2C=CC=CC=2)C1)#N, predict the reaction product. The product is: [C:11]([C:13]1([NH:19][C:20]([CH:22]([NH:30][C:31]([N:33]2[CH2:38][CH2:37][O:36][CH2:35][CH2:34]2)=[O:32])[CH2:23][CH:24]2[CH2:25][CH2:26][CH2:27][CH2:28][CH2:29]2)=[O:21])[CH2:14][CH2:15][N:16]([C:73](=[O:74])[CH2:72][N:71]([CH3:76])[CH3:69])[CH2:17][CH2:18]1)#[N:12]. (3) Given the reactants C(O[C:6]([N:8](C)[C:9]1[C:17]([O:18][CH3:19])=[C:16]2[C:12]([C:13]3[CH:30]=[C:29]([CH3:31])[CH:28]=[N:27][C:14]=3[N:15]2C(OC(C)(C)C)=O)=[C:11]([C:32]2[CH:37]=[CH:36][CH:35]=[C:34]([S:38]([CH2:41][CH3:42])(=[O:40])=[O:39])[CH:33]=2)[CH:10]=1)=O)(C)(C)C.C1(OC)C=CC=CC=1.C(O)(C(F)(F)F)=O, predict the reaction product. The product is: [CH2:41]([S:38]([C:34]1[CH:33]=[C:32]([C:11]2[CH:10]=[C:9]([NH:8][CH3:6])[C:17]([O:18][CH3:19])=[C:16]3[C:12]=2[C:13]2[CH:30]=[C:29]([CH3:31])[CH:28]=[N:27][C:14]=2[NH:15]3)[CH:37]=[CH:36][CH:35]=1)(=[O:40])=[O:39])[CH3:42]. (4) Given the reactants Br[CH2:2][CH2:3][O:4][CH3:5].[F:6][C:7]1[CH:12]=[CH:11][C:10]([NH:13][C:14]([C:16]2[O:20][C:19]([CH3:21])=[N:18][C:17]=2[CH3:22])=[O:15])=[CH:9][C:8]=1[C:23]1[N:24]=[C:25]2[N:30]=[CH:29][C:28]([OH:31])=[CH:27][N:26]2[CH:32]=1.C([O-])([O-])=O.[K+].[K+], predict the reaction product. The product is: [F:6][C:7]1[CH:12]=[CH:11][C:10]([NH:13][C:14]([C:16]2[O:20][C:19]([CH3:21])=[N:18][C:17]=2[CH3:22])=[O:15])=[CH:9][C:8]=1[C:23]1[N:24]=[C:25]2[N:30]=[CH:29][C:28]([O:31][CH2:2][CH2:3][O:4][CH3:5])=[CH:27][N:26]2[CH:32]=1. (5) The product is: [NH2:4][C:5]1[CH:10]=[C:9]([C:11]2[CH:16]=[CH:15][C:14]([Cl:17])=[C:13]([F:18])[C:12]=2[CH2:19][F:20])[N:8]=[C:7]([C:21]([O:23][CH3:24])=[O:22])[C:6]=1[Cl:25]. Given the reactants C([NH:4][C:5]1[CH:10]=[C:9]([C:11]2[CH:16]=[CH:15][C:14]([Cl:17])=[C:13]([F:18])[C:12]=2[CH2:19][F:20])[N:8]=[C:7]([C:21]([O:23][CH3:24])=[O:22])[C:6]=1[Cl:25])(=O)C.CO.C(Cl)(=O)C, predict the reaction product. (6) Given the reactants [C:1]([C:3]1[C:8](=O)[NH:7][C:6]([NH:10][CH:11]2[CH2:13][CH2:12]2)=[N:5][C:4]=1[C:14]1[CH:19]=[CH:18][CH:17]=[C:16]([Cl:20])[CH:15]=1)#[N:2].O=P(Cl)(Cl)[Cl:23], predict the reaction product. The product is: [Cl:23][C:8]1[N:7]=[C:6]([NH:10][CH:11]2[CH2:13][CH2:12]2)[N:5]=[C:4]([C:14]2[CH:19]=[CH:18][CH:17]=[C:16]([Cl:20])[CH:15]=2)[C:3]=1[C:1]#[N:2].